This data is from TCR-epitope binding with 47,182 pairs between 192 epitopes and 23,139 TCRs. The task is: Binary Classification. Given a T-cell receptor sequence (or CDR3 region) and an epitope sequence, predict whether binding occurs between them. (1) The epitope is YEGNSPFHPL. The TCR CDR3 sequence is CASSPGRDRGHNEQFF. Result: 1 (the TCR binds to the epitope). (2) The epitope is FLNRFTTTL. The TCR CDR3 sequence is CASNDWDTGELFF. Result: 0 (the TCR does not bind to the epitope). (3) The epitope is LLDFVRFMGV. The TCR CDR3 sequence is CASSRGTEAFF. Result: 0 (the TCR does not bind to the epitope). (4) The epitope is RLRPGGKKK. The TCR CDR3 sequence is CASSPKDSYEQYF. Result: 0 (the TCR does not bind to the epitope).